This data is from Peptide-MHC class I binding affinity with 185,985 pairs from IEDB/IMGT. The task is: Regression. Given a peptide amino acid sequence and an MHC pseudo amino acid sequence, predict their binding affinity value. This is MHC class I binding data. (1) The peptide sequence is ALKAYFTAKI. The MHC is HLA-A68:02 with pseudo-sequence HLA-A68:02. The binding affinity (normalized) is 0.231. (2) The peptide sequence is HYWTTQDEG. The MHC is HLA-A24:02 with pseudo-sequence HLA-A24:02. The binding affinity (normalized) is 0.0145. (3) The peptide sequence is ENAVWDQFK. The MHC is HLA-A03:01 with pseudo-sequence HLA-A03:01. The binding affinity (normalized) is 0.0425. (4) The peptide sequence is HAFDAPTLY. The MHC is HLA-A68:01 with pseudo-sequence HLA-A68:01. The binding affinity (normalized) is 0.685.